From a dataset of Catalyst prediction with 721,799 reactions and 888 catalyst types from USPTO. Predict which catalyst facilitates the given reaction. (1) Reactant: [Br:1][C:2]1[CH:7]=[CH:6][C:5]([NH:8][C:9]2[C:14]([C:15](O)=[O:16])=[CH:13][N:12]3[CH:18]=[CH:19][N:20]=[C:11]3[C:10]=2[Cl:21])=[C:4]([F:22])[CH:3]=1.COC(C1C(NC2C=CC(Br)=CC=2F)=C(Cl)C2N(C=CN=2)C=1)=O.[NH2:46][NH2:47]. Product: [Br:1][C:2]1[CH:7]=[CH:6][C:5]([NH:8][C:9]2[C:14]([C:15]([NH:46][NH2:47])=[O:16])=[CH:13][N:12]3[CH:18]=[CH:19][N:20]=[C:11]3[C:10]=2[Cl:21])=[C:4]([F:22])[CH:3]=1. The catalyst class is: 8. (2) Reactant: [CH2:1]([N:8]1[CH2:17][C:16]2[C:11](=[CH:12][C:13]3[NH:20][N:19]=[C:18]([C:21]4[CH:26]=[C:25]([CH3:27])[N:24]=[C:23]([CH3:28])[CH:22]=4)[C:14]=3[CH:15]=2)[NH:10][C:9]1=[O:29])[C:2]1[CH:7]=[CH:6][CH:5]=[CH:4][CH:3]=1.C([O-])([O-])=O.[Cs+].[Cs+].[P:36]([O:48][CH2:49]Cl)([O:43][C:44]([CH3:47])([CH3:46])[CH3:45])([O:38][C:39]([CH3:42])([CH3:41])[CH3:40])=[O:37]. Product: [P:36]([O:38][C:39]([CH3:42])([CH3:41])[CH3:40])([O:43][C:44]([CH3:45])([CH3:47])[CH3:46])([O:48][CH2:49][N:20]1[C:13]2[CH:12]=[C:11]3[C:16]([CH2:17][N:8]([CH2:1][C:2]4[CH:3]=[CH:4][CH:5]=[CH:6][CH:7]=4)[C:9](=[O:29])[NH:10]3)=[CH:15][C:14]=2[C:18]([C:21]2[CH:22]=[C:23]([CH3:28])[N:24]=[C:25]([CH3:27])[CH:26]=2)=[N:19]1)=[O:37]. The catalyst class is: 566. (3) Reactant: [C:1]([O:5][OH:6])([CH3:4])([CH3:3])[CH3:2].[OH-].[Na+].[C:9](Cl)(=[O:16])[C:10]1[CH:15]=[CH:14][CH:13]=[CH:12][CH:11]=1. Product: [C:9]([O:6][O:5][C:1]([CH3:4])([CH3:3])[CH3:2])(=[O:16])[C:10]1[CH:15]=[CH:14][CH:13]=[CH:12][CH:11]=1. The catalyst class is: 6. (4) Reactant: [Cl:1][C:2]1[CH:3]=[CH:4][C:5]([S:9][CH3:10])=[C:6]([NH2:8])[CH:7]=1.CO[CH:13]1[CH2:17][CH2:16][CH:15](OC)O1.OS(O)(=O)=O.[BH4-].[Na+].[OH-].[Na+]. Product: [Cl:1][C:2]1[CH:3]=[CH:4][C:5]([S:9][CH3:10])=[C:6]([N:8]2[CH2:13][CH2:17][CH2:16][CH2:15]2)[CH:7]=1. The catalyst class is: 87.